This data is from Catalyst prediction with 721,799 reactions and 888 catalyst types from USPTO. The task is: Predict which catalyst facilitates the given reaction. Reactant: [H-].[Na+].[CH2:3]([OH:7])[C:4]#[C:5][CH3:6].Cl[C:9]1[CH:14]=[C:13]([O:15][CH:16]([CH3:21])[CH2:17][CH:18]([CH3:20])[CH3:19])[N:12]=[CH:11][N:10]=1.[Cl-].[NH4+]. Product: [CH2:3]([O:7][C:9]1[CH:14]=[C:13]([O:15][CH:16]([CH3:21])[CH2:17][CH:18]([CH3:20])[CH3:19])[N:12]=[CH:11][N:10]=1)[C:4]#[C:5][CH3:6]. The catalyst class is: 7.